From a dataset of Reaction yield outcomes from USPTO patents with 853,638 reactions. Predict the reaction yield, written as a fraction of the theoretical maximum amount of product (1.0 means a 100% yield; for example, 0.34 means a 34% yield). The yield is 0.950. The catalyst is Cl.CCOCC. The reactants are [CH3:1][N:2]([C:10]1[CH:19]=[CH:18][C:13]2[O:14][CH2:15][CH2:16][O:17][C:12]=2[C:11]=1[N+:20]([O-:22])=[O:21])C(=O)OC(C)(C)C. The product is [CH3:1][NH:2][C:10]1[CH:19]=[CH:18][C:13]2[O:14][CH2:15][CH2:16][O:17][C:12]=2[C:11]=1[N+:20]([O-:22])=[O:21].